Dataset: Full USPTO retrosynthesis dataset with 1.9M reactions from patents (1976-2016). Task: Predict the reactants needed to synthesize the given product. (1) Given the product [CH2:1]1[C:10]2[C:5](=[CH:6][C:7]([C@@:11]([C@@H:13]3[C@@H:18]([CH3:19])[CH2:17][CH2:16][CH2:15][C:14]3([CH3:20])[CH3:21])([OH:12])[CH3:22])=[CH:8][CH:9]=2)[CH2:4][CH2:3][NH:2]1, predict the reactants needed to synthesize it. The reactants are: [CH2:1]1[C:10]2[C:5](=[CH:6][C:7]([C:11]([C@@H:13]3[C@@H:18]([CH3:19])[CH2:17][CH2:16][CH2:15][C:14]3([CH3:21])[CH3:20])=[O:12])=[CH:8][CH:9]=2)[CH2:4][CH2:3][NH:2]1.[CH3:22][Li]. (2) Given the product [CH:32]([O:31][C:29]([NH:28][C@@H:4]([CH2:5][NH:6][C:7]([CH:9]1[CH2:14][CH2:13][N:12]([C:15]2[CH:20]=[CH:19][CH:18]=[C:17]([NH:21][C:22]3[NH:23][CH2:24][CH2:25][CH2:26][N:27]=3)[CH:16]=2)[CH2:11][CH2:10]1)=[O:8])[C:3]([OH:35])=[O:2])=[O:30])([CH3:34])[CH3:33], predict the reactants needed to synthesize it. The reactants are: C[O:2][C:3](=[O:35])[C@@H:4]([NH:28][C:29]([O:31][CH:32]([CH3:34])[CH3:33])=[O:30])[CH2:5][NH:6][C:7]([CH:9]1[CH2:14][CH2:13][N:12]([C:15]2[CH:20]=[CH:19][CH:18]=[C:17]([NH:21][C:22]3[NH:23][CH2:24][CH2:25][CH2:26][N:27]=3)[CH:16]=2)[CH2:11][CH2:10]1)=[O:8].[OH-].[Na+].FC(F)(F)C(O)=O. (3) Given the product [CH2:1]([S:3]([CH2:6][CH2:7][N:8]([CH3:29])[C:9]1[N:20]2[C:12]([CH:13]=[N:14][C:15]3[NH:16][CH:17]=[CH:18][C:19]=32)=[CH:11][CH:10]=1)(=[O:4])=[O:5])[CH3:2], predict the reactants needed to synthesize it. The reactants are: [CH2:1]([S:3]([CH2:6][CH2:7][N:8]([CH3:29])[C:9]1[N:20]2[C:12]([CH:13]=[N:14][C:15]3[N:16](COCC[Si](C)(C)C)[CH:17]=[CH:18][C:19]=32)=[CH:11][CH:10]=1)(=[O:5])=[O:4])[CH3:2].C(O)(C(F)(F)F)=O. (4) The reactants are: [C:1]1([C:7]2[NH:19][C:10]3=[C:11]4[C:16](=[CH:17][CH:18]=[C:9]3[CH:8]=2)[CH:15]=[N:14][CH:13]=[CH:12]4)[CH:6]=[CH:5][CH:4]=[CH:3][CH:2]=1.[Cl-].[Al+3].[Cl-].[Cl-].Cl[CH:25]([O:27]C)Cl.O. Given the product [C:1]1([C:7]2[NH:19][C:10]3=[C:11]4[C:16](=[CH:17][CH:18]=[C:9]3[C:8]=2[CH:25]=[O:27])[CH:15]=[N:14][CH:13]=[CH:12]4)[CH:2]=[CH:3][CH:4]=[CH:5][CH:6]=1, predict the reactants needed to synthesize it. (5) Given the product [C:15]([O:19][C:20]([N:22]1[CH2:27][CH2:26][CH:25]([S:8][C:3]2[CH:4]=[CH:5][CH:6]=[CH:7][C:2]=2[Br:1])[CH2:24][CH2:23]1)=[O:21])([CH3:18])([CH3:16])[CH3:17], predict the reactants needed to synthesize it. The reactants are: [Br:1][C:2]1[CH:7]=[CH:6][CH:5]=[CH:4][C:3]=1[SH:8].C(=O)([O-])[O-].[Cs+].[Cs+].[C:15]([O:19][C:20]([N:22]1[CH2:27][CH2:26][CH:25](OS(C)(=O)=O)[CH2:24][CH2:23]1)=[O:21])([CH3:18])([CH3:17])[CH3:16]. (6) Given the product [C:1]([C:5]1[CH:9]=[C:8]([NH:10][C:11]([NH:13][C:14]2[CH:15]=[CH:16][C:17]([O:20][C:21]3[CH:26]=[CH:25][N:24]=[CH:23][CH:22]=3)=[CH:18][CH:19]=2)=[O:12])[N:7]([C:27]2[CH:28]=[CH:29][C:30]([CH2:33][CH2:34][OH:35])=[CH:31][CH:32]=2)[N:6]=1)([CH3:4])([CH3:2])[CH3:3], predict the reactants needed to synthesize it. The reactants are: [C:1]([C:5]1[CH:9]=[C:8]([NH:10][C:11]([NH:13][C:14]2[CH:19]=[CH:18][C:17]([O:20][C:21]3[CH:26]=[CH:25][N:24]=[CH:23][CH:22]=3)=[CH:16][CH:15]=2)=[O:12])[N:7]([C:27]2[CH:32]=[CH:31][C:30]([CH2:33][C:34](O)=[O:35])=[CH:29][CH:28]=2)[N:6]=1)([CH3:4])([CH3:3])[CH3:2].B.S([O-])(OC)=O. (7) Given the product [CH3:17][O:18][C:19]1[CH:20]=[C:21]([NH:36][C:14](=[O:16])[C:13]#[C:12][C:3]2[CH:4]=[CH:5][C:6]([C:8]([F:9])([F:10])[F:11])=[CH:7][C:2]=2[Cl:1])[CH:22]=[CH:23][C:24]=1[O:25][CH2:26][CH2:27][N:28]1[CH2:33][CH2:32][CH:31]([O:34][CH3:35])[CH2:30][CH2:29]1, predict the reactants needed to synthesize it. The reactants are: [Cl:1][C:2]1[CH:7]=[C:6]([C:8]([F:11])([F:10])[F:9])[CH:5]=[CH:4][C:3]=1[C:12]#[C:13][C:14]([OH:16])=O.[CH3:17][O:18][C:19]1[CH:20]=[C:21]([NH2:36])[CH:22]=[CH:23][C:24]=1[O:25][CH2:26][CH2:27][N:28]1[CH2:33][CH2:32][CH:31]([O:34][CH3:35])[CH2:30][CH2:29]1. (8) The reactants are: C([N:20]1[C:24]2[CH:25]=[CH:26][C:27]([NH:29][C:30]3[CH:35]=[CH:34][CH:33]=[CH:32][CH:31]=3)=[CH:28][C:23]=2[N:22]=[CH:21]1)(C1C=CC=CC=1)(C1C=CC=CC=1)C1C=CC=CC=1.C[Si]([N-][Si](C)(C)C)(C)C.[Li+].[CH2:46](Br)[C:47]1[CH:52]=[CH:51][CH:50]=[CH:49][CH:48]=1. Given the product [CH2:46]([N:29]([C:30]1[CH:35]=[CH:34][CH:33]=[CH:32][CH:31]=1)[C:27]1[CH:26]=[CH:25][C:24]2[NH:20][CH:21]=[N:22][C:23]=2[CH:28]=1)[C:47]1[CH:52]=[CH:51][CH:50]=[CH:49][CH:48]=1, predict the reactants needed to synthesize it. (9) Given the product [CH3:11][N:12]([CH3:13])[C:20]1[CH:21]=[N:22][CH:23]=[C:24]([OH:26])[CH:25]=1, predict the reactants needed to synthesize it. The reactants are: C([Li])CCC.C1COCC1.[CH3:11][NH:12][CH3:13].C1COCC1.Cl[C:20]1[CH:21]=[N:22][CH:23]=[C:24]([OH:26])[CH:25]=1. (10) Given the product [Cl:1][C:2]1[CH:7]=[CH:6][CH:5]=[C:4]([CH3:8])[C:3]=1[C:11]([F:18])([F:17])[C:12]([O:14][CH2:15][CH3:16])=[O:13], predict the reactants needed to synthesize it. The reactants are: [Cl:1][C:2]1[CH:7]=[CH:6][CH:5]=[C:4]([CH3:8])[C:3]=1I.Br[C:11]([F:18])([F:17])[C:12]([O:14][CH2:15][CH3:16])=[O:13].[NH4+].[Cl-].